From a dataset of Reaction yield outcomes from USPTO patents with 853,638 reactions. Predict the reaction yield, written as a fraction of the theoretical maximum amount of product (1.0 means a 100% yield; for example, 0.34 means a 34% yield). The reactants are [Cl:1][C:2]1[CH:3]=[C:4]([S:35]([NH:38][CH2:39][CH2:40][CH2:41][OH:42])(=[O:37])=[O:36])[CH:5]=[C:6]([F:34])[C:7]=1[CH2:8][S:9][C:10]1[N:11]([C:27]2[CH:32]=[CH:31][C:30]([F:33])=[CH:29][CH:28]=2)[C:12]([C:15]([C:18]2[CH:23]=[CH:22][C:21]([F:24])=[C:20]([O:25][CH3:26])[CH:19]=2)([CH3:17])[CH3:16])=[CH:13][N:14]=1.C(N(C(C)C)CC)(C)C.[CH3:52][S:53](Cl)(=[O:55])=[O:54]. The catalyst is C(Cl)Cl. The product is [CH3:52][S:53]([O:42][CH2:41][CH2:40][CH2:39][NH:38][S:35]([C:4]1[CH:5]=[C:6]([F:34])[C:7]([CH2:8][S:9][C:10]2[N:11]([C:27]3[CH:28]=[CH:29][C:30]([F:33])=[CH:31][CH:32]=3)[C:12]([C:15]([C:18]3[CH:23]=[CH:22][C:21]([F:24])=[C:20]([O:25][CH3:26])[CH:19]=3)([CH3:16])[CH3:17])=[CH:13][N:14]=2)=[C:2]([Cl:1])[CH:3]=1)(=[O:37])=[O:36])(=[O:55])=[O:54]. The yield is 0.780.